From a dataset of Forward reaction prediction with 1.9M reactions from USPTO patents (1976-2016). Predict the product of the given reaction. (1) Given the reactants Br[C:2]1[CH:3]=[C:4]([NH:14][C:15]2[C:24]3[C:19](=[C:20]([F:26])[CH:21]=[CH:22][C:23]=3[F:25])[N:18]=[C:17]([C:27]3[CH:32]=[CH:31][CH:30]=[CH:29][N:28]=3)[C:16]=2[CH3:33])[C:5]([N:8]2[CH2:13][CH2:12][O:11][CH2:10][CH2:9]2)=[N:6][CH:7]=1.[NH:34]1[CH2:39][CH2:38][O:37][CH2:36][CH2:35]1, predict the reaction product. The product is: [N:8]1([C:5]2[C:4]([NH:14][C:15]3[C:24]4[C:19](=[C:20]([F:26])[CH:21]=[CH:22][C:23]=4[F:25])[N:18]=[C:17]([C:27]4[CH:32]=[CH:31][CH:30]=[CH:29][N:28]=4)[C:16]=3[CH3:33])=[CH:3][C:2]([N:34]3[CH2:39][CH2:38][O:37][CH2:36][CH2:35]3)=[CH:7][N:6]=2)[CH2:13][CH2:12][O:11][CH2:10][CH2:9]1. (2) Given the reactants [CH3:1][N:2]1[C@H:11]([C:12]2[CH:19]=[CH:18][C:15]([C:16]#[N:17])=[CH:14][C:13]=2[S:20]([CH3:23])(=[O:22])=[O:21])[C:10]2[C:9](=[O:24])[CH2:8][CH2:7][CH2:6][C:5]=2[N:4]([C:25]2[CH:30]=[CH:29][CH:28]=[C:27]([C:31](F)([F:33])[F:32])[CH:26]=2)[C:3]1=[O:35].FC(F)C1C=C(N2C3CCCC(=O)C=3C(C3C=CC(C#N)=CC=3S(C)(=O)=O)NC2=O)C=CC=1, predict the reaction product. The product is: [F:33][CH:31]([F:32])[C:27]1[CH:26]=[C:25]([N:4]2[C:5]3[CH2:6][CH2:7][CH2:8][C:9](=[O:24])[C:10]=3[CH:11]([C:12]3[CH:19]=[CH:18][C:15]([C:16]#[N:17])=[CH:14][C:13]=3[S:20]([CH3:23])(=[O:22])=[O:21])[N:2]([CH3:1])[C:3]2=[O:35])[CH:30]=[CH:29][CH:28]=1.